Dataset: Catalyst prediction with 721,799 reactions and 888 catalyst types from USPTO. Task: Predict which catalyst facilitates the given reaction. (1) Reactant: [CH2:1]([S:7]([OH:10])(=[O:9])=[O:8])[CH2:2][S:3]([OH:6])(=[O:5])=[O:4].[F:11][C:12]1[CH:17]=[CH:16][CH:15]=[CH:14][C:13]=1[N:18]1[C:26]2[C:21](=[CH:22][CH:23]=[CH:24][CH:25]=2)[C:20]([O:27][CH:28]2[CH2:33][CH2:32][NH:31][CH2:30][CH2:29]2)=[N:19]1.N#N.C(OC)(C)(C)C. Product: [S:3]([CH2:2][CH2:1][S:7]([OH:10])(=[O:9])=[O:8])([OH:6])(=[O:5])=[O:4].[F:11][C:12]1[CH:17]=[CH:16][CH:15]=[CH:14][C:13]=1[N:18]1[C:26]2[C:21](=[CH:22][CH:23]=[CH:24][CH:25]=2)[C:20]([O:27][CH:28]2[CH2:33][CH2:32][NH:31][CH2:30][CH2:29]2)=[N:19]1. The catalyst class is: 5. (2) Reactant: CS(O[CH2:6][CH2:7][N:8]1[CH:12]=[C:11]([C:13]2[N:17]3[CH:18]=[C:19]([CH3:32])[CH:20]=[C:21]([O:22][CH2:23][C:24]4[C:29]([F:30])=[CH:28][CH:27]=[CH:26][C:25]=4[F:31])[C:16]3=[N:15][C:14]=2[CH3:33])[CH:10]=[N:9]1)(=O)=O.[CH3:34][S:35]([O-:37])=[O:36].[Na+]. Product: [F:31][C:25]1[CH:26]=[CH:27][CH:28]=[C:29]([F:30])[C:24]=1[CH2:23][O:22][C:21]1[C:16]2[N:17]([C:13]([C:11]3[CH:10]=[N:9][N:8]([CH2:7][CH2:6][S:35]([CH3:34])(=[O:37])=[O:36])[CH:12]=3)=[C:14]([CH3:33])[N:15]=2)[CH:18]=[C:19]([CH3:32])[CH:20]=1. The catalyst class is: 39.